From a dataset of Catalyst prediction with 721,799 reactions and 888 catalyst types from USPTO. Predict which catalyst facilitates the given reaction. (1) The catalyst class is: 2. Product: [F:13][C:14]1[CH:19]=[CH:18][C:17]([C:20]2[N:21]([CH2:43][CH2:44][C@H:45]3[O:50][C:49]([CH3:52])([CH3:51])[O:48][C@@H:47]([CH2:53][C:54]([O:56][CH2:57]/[CH:58]=[CH:59]\[CH2:60][OH:61])=[O:55])[CH2:46]3)[C:22]([CH:40]([CH3:41])[CH3:42])=[C:23]([C:31](=[O:39])[NH:32][C:33]3[CH:38]=[CH:37][CH:36]=[CH:35][CH:34]=3)[C:24]=2[C:25]2[CH:26]=[CH:27][CH:28]=[CH:29][CH:30]=2)=[CH:16][CH:15]=1. Reactant: C(N1C=CN=C1)(N1C=CN=C1)=O.[F:13][C:14]1[CH:19]=[CH:18][C:17]([C:20]2[N:21]([CH2:43][CH2:44][C@H:45]3[O:50][C:49]([CH3:52])([CH3:51])[O:48][C@@H:47]([CH2:53][C:54]([OH:56])=[O:55])[CH2:46]3)[C:22]([CH:40]([CH3:42])[CH3:41])=[C:23]([C:31](=[O:39])[NH:32][C:33]3[CH:38]=[CH:37][CH:36]=[CH:35][CH:34]=3)[C:24]=2[C:25]2[CH:30]=[CH:29][CH:28]=[CH:27][CH:26]=2)=[CH:16][CH:15]=1.[CH2:57](O)/[CH:58]=[CH:59]\[CH2:60][OH:61]. (2) Reactant: C([O:8][C:9]1[CH:37]=[CH:36][C:12]2[CH:13]=[C:14]([C:16]([C:21]3[CH:34]=[CH:33][C:24]([O:25][CH2:26][C:27](=[O:32])[C:28]([CH3:31])([CH3:30])[CH3:29])=[C:23]([CH3:35])[CH:22]=3)([CH2:19][CH3:20])[CH2:17][CH3:18])[O:15][C:11]=2[CH:10]=1)C1C=CC=CC=1. Product: [CH2:17]([C:16]([C:21]1[CH:34]=[CH:33][C:24]([O:25][CH2:26][C:27](=[O:32])[C:28]([CH3:29])([CH3:31])[CH3:30])=[C:23]([CH3:35])[CH:22]=1)([C:14]1[O:15][C:11]2[CH:10]=[C:9]([OH:8])[CH:37]=[CH:36][C:12]=2[CH:13]=1)[CH2:19][CH3:20])[CH3:18]. The catalyst class is: 582. (3) Reactant: B.O1CCCC1.[CH3:7][O:8][C:9]1[CH:17]=[CH:16][C:12]([C:13](O)=[O:14])=[CH:11][C:10]=1[N+:18]([O-:20])=[O:19].Cl. Product: [CH3:7][O:8][C:9]1[CH:17]=[CH:16][C:12]([CH2:13][OH:14])=[CH:11][C:10]=1[N+:18]([O-:20])=[O:19]. The catalyst class is: 7. (4) Reactant: [NH2:1][C@@H:2]1[C:9]2[CH:8]=[CH:7][S:6][C:5]=2[CH2:4][C@@H:3]1[OH:10].[C:11]([NH:18][C@H:19]([C:27](O)=[O:28])[CH2:20][C:21]1[CH:26]=[CH:25][CH:24]=[CH:23][CH:22]=1)([O:13][C:14]([CH3:17])([CH3:16])[CH3:15])=[O:12].CCN=C=NCCCN(C)C.C(O)(=O)CC(CC(O)=O)(C(O)=O)O. Product: [C:14]([O:13][C:11](=[O:12])[NH:18][CH:19]([C:27](=[O:28])[NH:1][CH:2]1[C:9]2[CH:8]=[CH:7][S:6][C:5]=2[CH2:4][CH:3]1[OH:10])[CH2:20][C:21]1[CH:22]=[CH:23][CH:24]=[CH:25][CH:26]=1)([CH3:15])([CH3:17])[CH3:16]. The catalyst class is: 3. (5) Reactant: Cl[C:2]1[N:3]=[CH:4][C:5]2[N:11]([CH3:12])[C:10](=[O:13])[C:9]([F:15])([F:14])[CH2:8][N:7]([CH:16]3[CH2:21][CH2:20][CH2:19][CH2:18][CH2:17]3)[C:6]=2[N:22]=1.O.C1(C)C(S(O)(=O)=O)=CC=CC=1.[NH2:35][C:36]1[CH:50]=[CH:49][C:39]([C:40]([NH:42][CH2:43][CH2:44][CH2:45][N:46]([CH3:48])[CH3:47])=[O:41])=[CH:38][CH:37]=1. Product: [CH:16]1([N:7]2[CH2:8][C:9]([F:15])([F:14])[C:10](=[O:13])[N:11]([CH3:12])[C:5]3[CH:4]=[N:3][C:2]([NH:35][C:36]4[CH:50]=[CH:49][C:39]([C:40]([NH:42][CH2:43][CH2:44][CH2:45][N:46]([CH3:47])[CH3:48])=[O:41])=[CH:38][CH:37]=4)=[N:22][C:6]2=3)[CH2:21][CH2:20][CH2:19][CH2:18][CH2:17]1. The catalyst class is: 32. (6) Reactant: [C:1]([N:4]1[CH2:9][CH2:8][N:7]([CH2:10][CH2:11][CH2:12][O:13][C:14]2[CH:23]=[C:22]3[C:17]([C:18](Cl)=[N:19][CH:20]=[N:21]3)=[CH:16][C:15]=2[O:25][CH3:26])[CH2:6][CH2:5]1)(=[O:3])[CH3:2].[F:27][C:28]1[C:36]([OH:37])=[CH:35][CH:34]=[C:33]2[C:29]=1[CH:30]=[C:31]([CH3:38])[NH:32]2.C(=O)([O-])[O-].[Cs+].[Cs+]. Product: [C:1]([N:4]1[CH2:9][CH2:8][N:7]([CH2:10][CH2:11][CH2:12][O:13][C:14]2[CH:23]=[C:22]3[C:17]([C:18]([O:37][C:36]4[C:28]([F:27])=[C:29]5[C:33](=[CH:34][CH:35]=4)[NH:32][C:31]([CH3:38])=[CH:30]5)=[N:19][CH:20]=[N:21]3)=[CH:16][C:15]=2[O:25][CH3:26])[CH2:6][CH2:5]1)(=[O:3])[CH3:2]. The catalyst class is: 21. (7) Reactant: [H-].[Na+].[CH3:3][C:4]1[C:5](=[O:10])[NH:6][CH:7]=[CH:8][CH:9]=1.Br[CH2:12][CH2:13][CH2:14][NH:15][C:16](=[O:22])[O:17][C:18]([CH3:21])([CH3:20])[CH3:19]. Product: [C:18]([O:17][C:16](=[O:22])[NH:15][CH2:14][CH2:13][CH2:12][N:6]1[CH:7]=[CH:8][CH:9]=[C:4]([CH3:3])[C:5]1=[O:10])([CH3:21])([CH3:20])[CH3:19]. The catalyst class is: 1. (8) Reactant: [C:1]1([C:7]2[O:11][C:10]([CH:12]3[CH2:16][CH2:15][CH:14]([C:17]([O:19]C)=[O:18])[CH2:13]3)=[N:9][N:8]=2)[CH:6]=[CH:5][CH:4]=[CH:3][CH:2]=1.[OH-].[Na+]. Product: [C:1]1([C:7]2[O:11][C:10]([CH:12]3[CH2:16][CH2:15][CH:14]([C:17]([OH:19])=[O:18])[CH2:13]3)=[N:9][N:8]=2)[CH:2]=[CH:3][CH:4]=[CH:5][CH:6]=1. The catalyst class is: 24.